From a dataset of Full USPTO retrosynthesis dataset with 1.9M reactions from patents (1976-2016). Predict the reactants needed to synthesize the given product. Given the product [OH:41][CH:20]([C:18]1[CH:19]=[C:14]([C:12]([NH:11][CH2:10][C:3]2[C:4](=[O:9])[NH:5][C:6]([CH3:8])=[CH:7][C:2]=2[CH3:1])=[O:13])[C:15]2[CH:24]=[N:23][N:22]([CH:25]([CH3:27])[CH3:26])[C:16]=2[N:17]=1)[CH2:21][OH:32], predict the reactants needed to synthesize it. The reactants are: [CH3:1][C:2]1[CH:7]=[C:6]([CH3:8])[NH:5][C:4](=[O:9])[C:3]=1[CH2:10][NH:11][C:12]([C:14]1[C:15]2[CH:24]=[N:23][N:22]([CH:25]([CH3:27])[CH3:26])[C:16]=2[N:17]=[C:18]([CH:20]=[CH2:21])[CH:19]=1)=[O:13].C[N+]1([O-])CC[O:32]CC1.CC(O)(C)C.[OH2:41].